From a dataset of Forward reaction prediction with 1.9M reactions from USPTO patents (1976-2016). Predict the product of the given reaction. (1) Given the reactants [CH2:1]1[CH2:5]OC[CH2:2]1.C([Mg]Cl)(C)C.[SiH4].[CH:12]([Si:15]([CH:19]([CH3:21])[CH3:20])([O:17][CH3:18])Cl)([CH3:14])[CH3:13], predict the reaction product. The product is: [CH:12]([Si:15]([CH:1]([CH3:2])[CH3:5])([CH:19]([CH3:21])[CH3:20])[O:17][CH3:18])([CH3:14])[CH3:13]. (2) Given the reactants O[CH:2]=[C:3]1[C:11]2[C:6](=[CH:7][C:8]([C:12]([C:14]3[CH:15]=[C:16]([NH:20][C:21]([C:23]4[S:24][CH:25]=[CH:26][CH:27]=4)=[O:22])[CH:17]=[CH:18][CH:19]=3)=[O:13])=[CH:9][CH:10]=2)[NH:5][C:4]1=[O:28].[CH3:29][N:30]1[CH2:35][CH2:34][N:33]([C:36]2[CH:41]=[CH:40][C:39]([NH2:42])=[CH:38][CH:37]=2)[CH2:32][CH2:31]1, predict the reaction product. The product is: [CH3:29][N:30]1[CH2:31][CH2:32][N:33]([C:36]2[CH:41]=[CH:40][C:39]([NH:42][CH:2]=[C:3]3[C:11]4[C:6](=[CH:7][C:8]([C:12]([C:14]5[CH:15]=[C:16]([NH:20][C:21]([C:23]6[S:24][CH:25]=[CH:26][CH:27]=6)=[O:22])[CH:17]=[CH:18][CH:19]=5)=[O:13])=[CH:9][CH:10]=4)[NH:5][C:4]3=[O:28])=[CH:38][CH:37]=2)[CH2:34][CH2:35]1. (3) Given the reactants [Cl:1][C:2]1[CH:3]=[CH:4][C:5]([CH2:28][CH2:29][OH:30])=[C:6]([C:8]([C:11]2[CH:15]=[C:14]([CH2:16][O:17][Si:18]([CH:25]([CH3:27])[CH3:26])([CH:22]([CH3:24])[CH3:23])[CH:19]([CH3:21])[CH3:20])[S:13][CH:12]=2)(O)[CH3:9])[CH:7]=1.C(N(CC)C(C)C)(C)C.CS(Cl)(=O)=O.[H-].[Na+], predict the reaction product. The product is: [Cl:1][C:2]1[CH:7]=[C:6]2[C:5]([CH2:28][CH2:29][O:30][C:8]2([C:11]2[CH:15]=[C:14]([CH2:16][O:17][Si:18]([CH:25]([CH3:27])[CH3:26])([CH:19]([CH3:21])[CH3:20])[CH:22]([CH3:23])[CH3:24])[S:13][CH:12]=2)[CH3:9])=[CH:4][CH:3]=1. (4) Given the reactants [CH3:1][O:2][C:3](=[O:13])[C:4]1[C:9]([CH3:10])=[CH:8][C:7]([Br:11])=[CH:6][C:5]=1[Cl:12].[Br:14]N1C(=O)CCC1=O.C(OOC(=O)C1C=CC=CC=1)(=O)C1C=CC=CC=1, predict the reaction product. The product is: [CH3:1][O:2][C:3](=[O:13])[C:4]1[C:5]([Cl:12])=[CH:6][C:7]([Br:11])=[CH:8][C:9]=1[CH2:10][Br:14]. (5) Given the reactants [OH-].[Na+].C(OC([N:10]1[CH2:15][CH2:14][N:13]([C:16]([O:18][C:19]([CH3:22])([CH3:21])[CH3:20])=[O:17])[CH2:12][CH:11]1[CH2:23][OH:24])=O)(C)(C)C, predict the reaction product. The product is: [C:19]([O:18][C:16]([N:13]1[CH2:14][CH2:15][NH:10][CH:11]([CH2:23][OH:24])[CH2:12]1)=[O:17])([CH3:22])([CH3:21])[CH3:20]. (6) Given the reactants [C:1]([O:5][C:6]([NH:8][CH2:9][CH2:10][N:11]1[C:19](B(O)O)=[C:18]2[C:13]([N:14]([CH3:26])[C:15](=[O:25])[N:16]([CH3:24])[C:17]2=[O:23])=[CH:12]1)=[O:7])([CH3:4])([CH3:3])[CH3:2].C(=O)([O-])[O-].[K+].[K+].N#N.Br[C:36]1[CH:41]=[CH:40][CH:39]=[C:38]([Cl:42])[CH:37]=1, predict the reaction product. The product is: [C:1]([O:5][C:6](=[O:7])[NH:8][CH2:9][CH2:10][N:11]1[C:19]([C:36]2[CH:41]=[CH:40][CH:39]=[C:38]([Cl:42])[CH:37]=2)=[C:18]2[C:13]([N:14]([CH3:26])[C:15](=[O:25])[N:16]([CH3:24])[C:17]2=[O:23])=[CH:12]1)([CH3:4])([CH3:3])[CH3:2]. (7) Given the reactants [C:1]1(=O)[CH2:5][CH2:4][CH2:3][CH2:2]1.[Br:7][C:8]1[C:14]([CH3:15])=[CH:13][C:11]([NH2:12])=[CH:10][C:9]=1[CH3:16].C[Si]([C:21]#[N:22])(C)C, predict the reaction product. The product is: [Br:7][C:8]1[C:14]([CH3:15])=[CH:13][C:11]([NH:12][C:1]2([C:21]#[N:22])[CH2:5][CH2:4][CH2:3][CH2:2]2)=[CH:10][C:9]=1[CH3:16]. (8) The product is: [NH2:23][C:18]([CH2:19][OH:20])([CH2:21][OH:22])[CH2:17][CH:16]([C:13]1[CH:12]=[CH:11][C:10]([O:9][C:8]2[CH:28]=[CH:29][C:5]([CH2:1][CH2:2][CH2:3][CH3:4])=[CH:6][CH:7]=2)=[CH:15][CH:14]=1)[OH:27]. Given the reactants [CH2:1]([C:5]1[CH:29]=[CH:28][C:8]([O:9][C:10]2[CH:15]=[CH:14][C:13]([CH:16]([OH:27])[CH2:17][C:18]([NH:23]C(=O)C)([CH2:21][OH:22])[CH2:19][OH:20])=[CH:12][CH:11]=2)=[CH:7][CH:6]=1)[CH2:2][CH2:3][CH3:4].[OH-].[Na+], predict the reaction product.